Task: Predict which catalyst facilitates the given reaction.. Dataset: Catalyst prediction with 721,799 reactions and 888 catalyst types from USPTO (1) Reactant: Br[C:2]1[CH:7]=[CH:6][CH:5]=[CH:4][N:3]=1.C([Li])CCC.Cl[CH2:14][CH2:15][CH:16]1[C:21](=[O:22])[CH2:20][CH2:19][N:18]([C:23]([O:25][CH2:26][C:27]2[CH:32]=[CH:31][CH:30]=[CH:29][CH:28]=2)=[O:24])[CH2:17]1. Product: [N:3]1[CH:4]=[CH:5][CH:6]=[CH:7][C:2]=1[C:21]12[O:22][CH2:14][CH2:15][CH:16]1[CH2:17][N:18]([C:23]([O:25][CH2:26][C:27]1[CH:32]=[CH:31][CH:30]=[CH:29][CH:28]=1)=[O:24])[CH2:19][CH2:20]2. The catalyst class is: 1. (2) Reactant: [F:1][C:2]1([F:9])[CH2:5][CH:4]([C:6]([OH:8])=O)[CH2:3]1.C1N=CN(C(N2C=NC=C2)=O)C=1.[NH2:22][C:23]1[CH:24]=[C:25]([CH:30]=[CH:31][C:32]=1[F:33])[C:26](=[NH:29])[NH:27]O.O. Product: [F:9][C:2]1([F:1])[CH2:3][CH:4]([C:6]2[O:8][N:29]=[C:26]([C:25]3[CH:30]=[CH:31][C:32]([F:33])=[C:23]([CH:24]=3)[NH2:22])[N:27]=2)[CH2:5]1. The catalyst class is: 37. (3) Product: [CH3:17][O:16][CH2:15][C:4]1[CH:3]=[C:2]([N:24]2[CH:25]=[CH:26][N:27]=[C:23]2[CH:20]2[CH2:21][CH2:22][O:18][CH2:19]2)[C:11]([N+:12]([O-:14])=[O:13])=[CH:10][C:5]=1[C:6]([O:8][CH3:9])=[O:7]. Reactant: F[C:2]1[C:11]([N+:12]([O-:14])=[O:13])=[CH:10][C:5]([C:6]([O:8][CH3:9])=[O:7])=[C:4]([CH2:15][O:16][CH3:17])[CH:3]=1.[O:18]1[CH2:22][CH2:21][CH:20]([C:23]2[NH:24][CH:25]=[CH:26][N:27]=2)[CH2:19]1.C(#N)C. The catalyst class is: 66. (4) Reactant: [CH3:1][C:2]1[CH:3]=[CH:4][C:5]2[CH2:6][C:7]3[C:20]([C:21](=O)[C:22]=2[CH:23]=1)=[CH:19][C:18]1[C:17](=O)[C:16]2[C:11](=[CH:12][CH:13]=[C:14]([CH3:26])[CH:15]=2)[CH2:10][C:9]=1[CH:8]=3. Product: [CH3:26][C:14]1[CH:13]=[CH:12][C:11]2[C:16](=[CH:17][C:18]3[C:9]([CH:10]=2)=[CH:8][C:7]2[C:20](=[CH:21][C:22]4[C:5]([CH:6]=2)=[CH:4][CH:3]=[C:2]([CH3:1])[CH:23]=4)[CH:19]=3)[CH:15]=1. The catalyst class is: 270. (5) Reactant: [CH3:1][C:2]1([CH3:21])[O:6][CH:5]([CH2:7][O:8][C:9]2[CH:20]=[CH:19][C:12]([CH:13]=[C:14]([C:17]#[N:18])[C:15]#[N:16])=[CH:11][CH:10]=2)[CH2:4][O:3]1.[C:22]([CH2:24][C:25]([NH2:27])=[S:26])#[N:23].CN1CCOCC1. Product: [NH2:18][C:17]1[C:14]([C:15]#[N:16])=[C:13]([C:12]2[CH:11]=[CH:10][C:9]([O:8][CH2:7][CH:5]3[CH2:4][O:3][C:2]([CH3:21])([CH3:1])[O:6]3)=[CH:20][CH:19]=2)[C:24]([C:22]#[N:23])=[C:25]([SH:26])[N:27]=1. The catalyst class is: 8. (6) Reactant: [C:1]([N:9]1[CH2:27][CH2:26][C:12]2[N:13]([CH2:20][C:21]([O:23]CC)=[O:22])[C:14]3[CH:15]=[CH:16][CH:17]=[CH:18][C:19]=3[C:11]=2[CH2:10]1)(=[O:8])[C:2]1[CH:7]=[CH:6][CH:5]=[CH:4][CH:3]=1.[OH-].[Na+]. Product: [C:2]1([C:1]([N:9]2[CH2:27][CH2:26][C:12]3[N:13]([CH2:20][C:21]([OH:23])=[O:22])[C:14]4[CH:15]=[CH:16][CH:17]=[CH:18][C:19]=4[C:11]=3[CH2:10]2)=[O:8])[C:7]2[C:6](=[CH:1][CH:2]=[CH:3][CH:4]=2)[CH:5]=[CH:4][CH:3]=1. The catalyst class is: 20.